This data is from Full USPTO retrosynthesis dataset with 1.9M reactions from patents (1976-2016). The task is: Predict the reactants needed to synthesize the given product. Given the product [Cl:7][C:8]1[CH:13]=[CH:12][C:11]([Cl:14])=[CH:10][C:9]=1[O:15][CH:24]([CH3:25])[CH2:23][CH2:22][S:27]([O-:29])(=[O:28])=[O:26].[Na+:20], predict the reactants needed to synthesize it. The reactants are: CC(N(C)C)=O.[Cl:7][C:8]1[CH:13]=[CH:12][C:11]([Cl:14])=[CH:10][C:9]=1[OH:15].C(=O)([O-])[O-].[Na+:20].[Na+].[CH2:22]1[S:27](=[O:29])(=[O:28])[O:26][CH2:25][CH2:24][CH2:23]1.